From a dataset of Forward reaction prediction with 1.9M reactions from USPTO patents (1976-2016). Predict the product of the given reaction. (1) Given the reactants CN(C(ON1N=NC2C=CC=CC1=2)=[N+](C)C)C.[B-](F)(F)(F)F.C(N(C(C)C)CC)(C)C.[CH2:32]([O:34][C:35]([C:37]1[CH:41]=[N:40][N:39]([CH2:42][CH3:43])[C:38]=1[C:44]([OH:46])=O)=[O:36])[CH3:33].[C:47]1([C:53]2[N:54]=[C:55]3[N:60]=[C:59]([NH2:61])[CH:58]=[CH:57][N:56]3[CH:62]=2)[CH:52]=[CH:51][CH:50]=[CH:49][CH:48]=1, predict the reaction product. The product is: [CH2:32]([O:34][C:35]([C:37]1[CH:41]=[N:40][N:39]([CH2:42][CH3:43])[C:38]=1[C:44](=[O:46])[NH:61][C:59]1[CH:58]=[CH:57][N:56]2[CH:62]=[C:53]([C:47]3[CH:52]=[CH:51][CH:50]=[CH:49][CH:48]=3)[N:54]=[C:55]2[N:60]=1)=[O:36])[CH3:33]. (2) Given the reactants F[C:2]1[CH:7]=[CH:6][C:5]([S:8]([NH:11][C@@H:12]([C:16]([O:18][C:19]([CH3:22])([CH3:21])[CH3:20])=[O:17])[CH:13]([CH3:15])[CH3:14])(=[O:10])=[O:9])=[CH:4][CH:3]=1.[CH3:23][C:24]1[CH:29]=[CH:28][CH:27]=[C:26]([SH:30])[CH:25]=1.C([O-])([O-])=O.[K+].[K+], predict the reaction product. The product is: [CH3:23][C:24]1[CH:25]=[C:26]([S:30][C:2]2[CH:7]=[CH:6][C:5]([S:8]([NH:11][C@@H:12]([C:16]([O:18][C:19]([CH3:22])([CH3:21])[CH3:20])=[O:17])[CH:13]([CH3:15])[CH3:14])(=[O:10])=[O:9])=[CH:4][CH:3]=2)[CH:27]=[CH:28][CH:29]=1. (3) The product is: [ClH:27].[NH:15]1[CH2:16][CH2:17][CH2:18][CH:19]1[CH2:20][C:21]([O:23][CH2:24][CH3:25])=[O:22]. Given the reactants C(O)(C(F)(F)F)=O.C(OC([NH:15][CH2:16][CH2:17][CH2:18][CH:19]=[CH:20][C:21]([O:23][CH2:24][CH3:25])=[O:22])=O)(C)(C)C.C(Cl)[Cl:27], predict the reaction product. (4) Given the reactants Cl[C:2]1[N:7]=[C:6]([S:8][CH2:9][C:10]([O:12][CH3:13])=[O:11])[C:5]([N+:14]([O-:16])=[O:15])=[CH:4][N:3]=1.[CH3:17][CH:18]1[CH2:23][CH2:22][N:21]([C:24]2[CH:29]=[CH:28][C:27]([NH2:30])=[CH:26][CH:25]=2)[CH2:20][CH2:19]1.C(N(CC)CC)C, predict the reaction product. The product is: [CH3:17][CH:18]1[CH2:23][CH2:22][N:21]([C:24]2[CH:25]=[CH:26][C:27]([NH:30][C:2]3[N:7]=[C:6]([S:8][CH2:9][C:10]([O:12][CH3:13])=[O:11])[C:5]([N+:14]([O-:16])=[O:15])=[CH:4][N:3]=3)=[CH:28][CH:29]=2)[CH2:20][CH2:19]1. (5) Given the reactants Cl[C:2]1[S:6][N:5]=[C:4]([C:7]2[CH:12]=[CH:11][CH:10]=[CH:9][CH:8]=2)[N:3]=1.FC(F)(F)C(O)=O.[O:20]1[C:24]2[CH:25]=[CH:26][CH:27]=[CH:28][C:23]=2[C:22]([NH:29][C:30]([N:32]2[CH2:37][CH2:36][NH:35][CH2:34][CH2:33]2)=[O:31])=[N:21]1.C(N(CC)CC)C.O, predict the reaction product. The product is: [O:20]1[C:24]2[CH:25]=[CH:26][CH:27]=[CH:28][C:23]=2[C:22]([NH:29][C:30]([N:32]2[CH2:37][CH2:36][N:35]([C:2]3[S:6][N:5]=[C:4]([C:7]4[CH:12]=[CH:11][CH:10]=[CH:9][CH:8]=4)[N:3]=3)[CH2:34][CH2:33]2)=[O:31])=[N:21]1.